This data is from Experimentally validated miRNA-target interactions with 360,000+ pairs, plus equal number of negative samples. The task is: Binary Classification. Given a miRNA mature sequence and a target amino acid sequence, predict their likelihood of interaction. The miRNA is hsa-miR-548bb-3p with sequence CAAAAACCAUAGUUACUUUUGC. The protein sequence of the target gene is MTDNIPLQPVRQKKRMDSRPRAGCCEWLRCCGGGEARPRTVWLGHPEKRDQRYPRNVINNQKYNFFTFLPGVLFNQFKYFFNLYFLLLACSQFVPEMRLGALYTYWVPLGFVLAVTVIREAVEEIRCYVRDKEVNSQVYSRLTARGTVKVKSSNIQVGDLIIVEKNQRVPADMIFLRTSEKNGSCFLRTDQLDGETDWKLRLPVACTQRLPTAADLLQIRSYVYAEEPNIDIHNFVGTFTREDSDPPISESLSIENTLWAGTVVASGTVVGVVLYTGRELRSVMNTSNPRSKIGLFDLEV.... Result: 1 (interaction).